This data is from Forward reaction prediction with 1.9M reactions from USPTO patents (1976-2016). The task is: Predict the product of the given reaction. (1) Given the reactants C(OC([N:8]1[CH2:13][CH2:12][CH:11]([O:14][C:15]2[CH:20]=[CH:19][C:18]([O:21][CH2:22][CH2:23][CH2:24][N:25]3[CH2:29][CH2:28][CH2:27][C@H:26]3[CH3:30])=[CH:17][CH:16]=2)[CH2:10][CH2:9]1)=O)(C)(C)C.[ClH:31], predict the reaction product. The product is: [ClH:31].[ClH:31].[CH3:30][C@@H:26]1[CH2:27][CH2:28][CH2:29][N:25]1[CH2:24][CH2:23][CH2:22][O:21][C:18]1[CH:19]=[CH:20][C:15]([O:14][CH:11]2[CH2:10][CH2:9][NH:8][CH2:13][CH2:12]2)=[CH:16][CH:17]=1. (2) Given the reactants [Cl:1][C:2]1[CH:26]=[CH:25][C:24]([C:27]([F:30])([F:29])[F:28])=[CH:23][C:3]=1[C:4]([NH:6][C@H:7]1[CH2:12][CH2:11][C@H:10]([CH2:13][NH:14][C:15]2[CH:20]=[CH:19][C:18]([CH:21]=O)=[CH:17][N:16]=2)[CH2:9][CH2:8]1)=[O:5].Cl.[CH3:32][NH:33][CH3:34], predict the reaction product. The product is: [ClH:1].[Cl:1][C:2]1[CH:26]=[CH:25][C:24]([C:27]([F:30])([F:29])[F:28])=[CH:23][C:3]=1[C:4]([NH:6][C@H:7]1[CH2:12][CH2:11][C@H:10]([CH2:13][NH:14][C:15]2[CH:20]=[CH:19][C:18]([CH2:21][N:33]([CH3:34])[CH3:32])=[CH:17][N:16]=2)[CH2:9][CH2:8]1)=[O:5]. (3) The product is: [CH3:1][O:2][C:3]([C@@:5]1([CH2:18][CH:19]=[O:44])[CH2:9][C@H:8]([F:10])[CH2:7][N:6]1[C:11]([O:13][C:14]([CH3:15])([CH3:16])[CH3:17])=[O:12])=[O:4]. Given the reactants [CH3:1][O:2][C:3]([C@@:5]1([CH2:18][CH:19]=C)[CH2:9][C@H:8]([F:10])[CH2:7][N:6]1[C:11]([O:13][C:14]([CH3:17])([CH3:16])[CH3:15])=[O:12])=[O:4].C1(P(C2C=CC=CC=2)C2C=CC=CC=2)C=CC=CC=1.ClCCl.C[OH:44], predict the reaction product. (4) The product is: [CH3:39][O:38][CH2:37][C:26]1[CH:25]=[C:24]([C:22]2[O:21][N:20]=[C:19]([C:17]3[CH:16]=[CH:15][C:3]([CH2:4][N:5]([CH3:14])[CH2:6][C:7]([OH:9])=[O:8])=[CH:2][C:18]=3[Cl:40])[N:23]=2)[CH:29]=[CH:28][C:27]=1[C:30]1[CH:35]=[CH:34][CH:33]=[CH:32][C:31]=1[CH3:36]. Given the reactants Cl[C:2]1[CH:18]=[C:17]([C:19]2[N:23]=[C:22]([C:24]3[CH:29]=[CH:28][C:27]([C:30]4[CH:35]=[CH:34][CH:33]=[CH:32][C:31]=4[CH3:36])=[C:26]([CH2:37][O:38][CH3:39])[CH:25]=3)[O:21][N:20]=2)[CH:16]=[CH:15][C:3]=1[CH2:4][N:5]([CH3:14])[CH2:6][C:7]([O:9]C(C)(C)C)=[O:8].[ClH:40], predict the reaction product. (5) Given the reactants [CH2:1]([C:8]1[CH:9]=[N:10][C:11]2[C:16]([C:17]=1[C:18]1[CH:19]=[C:20]([NH2:24])[CH:21]=[CH:22][CH:23]=1)=[CH:15][CH:14]=[CH:13][C:12]=2[C:25]([F:28])([F:27])[F:26])[C:2]1[CH:7]=[CH:6][CH:5]=[CH:4][CH:3]=1.[Cl:29][C:30]1[CH:31]=[CH:32][C:33]([N+:38]([O-:40])=[O:39])=[C:34]([CH:37]=1)[CH:35]=O, predict the reaction product. The product is: [CH2:1]([C:8]1[CH:9]=[N:10][C:11]2[C:16]([C:17]=1[C:18]1[CH:19]=[C:20]([NH:24][CH2:35][C:34]3[CH:37]=[C:30]([Cl:29])[CH:31]=[CH:32][C:33]=3[N+:38]([O-:40])=[O:39])[CH:21]=[CH:22][CH:23]=1)=[CH:15][CH:14]=[CH:13][C:12]=2[C:25]([F:28])([F:26])[F:27])[C:2]1[CH:3]=[CH:4][CH:5]=[CH:6][CH:7]=1. (6) Given the reactants [Cl:1][C:2]1[CH:9]=[C:8]([O:10]C)[C:7]([O:12][CH3:13])=[CH:6][C:3]=1[CH:4]=[O:5].ClCCl.[Cl-].[Cl-].[Cl-].[Al+3], predict the reaction product. The product is: [Cl:1][C:2]1[CH:9]=[C:8]([OH:10])[C:7]([O:12][CH3:13])=[CH:6][C:3]=1[CH:4]=[O:5].